This data is from Catalyst prediction with 721,799 reactions and 888 catalyst types from USPTO. The task is: Predict which catalyst facilitates the given reaction. (1) Reactant: [CH:1]1[C:10]2[C:5](=[CH:6][CH:7]=[CH:8][CH:9]=2)[CH:4]=[CH:3][C:2]=1[N:11]1[CH:16]=[CH:15][CH:14]=[C:13]([C:17]([O:19]C)=[O:18])[C:12]1=[O:21].C1COCC1.CO.[OH-].[Na+]. Product: [CH:1]1[C:10]2[C:5](=[CH:6][CH:7]=[CH:8][CH:9]=2)[CH:4]=[CH:3][C:2]=1[N:11]1[CH:16]=[CH:15][CH:14]=[C:13]([C:17]([OH:19])=[O:18])[C:12]1=[O:21]. The catalyst class is: 6. (2) Reactant: [CH:1]1([C:4]2[CH:13]=[C:12]3[C:7]([C:8](SC)=[N:9][C:10]([C:14]([F:23])([F:22])[C:15]4[CH:20]=[CH:19][C:18]([F:21])=[CH:17][N:16]=4)=[N:11]3)=[CH:6][CH:5]=2)[CH2:3][CH2:2]1.ClC1C=C(C=CC=1)C(OO)=O.[CH3:37][C:38]1[NH:42][N:41]=[C:40]([NH2:43])[CH:39]=1. Product: [CH:1]1([C:4]2[CH:13]=[C:12]3[C:7]([C:8]([NH:43][C:40]4[CH:39]=[C:38]([CH3:37])[NH:42][N:41]=4)=[N:9][C:10]([C:14]([F:23])([F:22])[C:15]4[CH:20]=[CH:19][C:18]([F:21])=[CH:17][N:16]=4)=[N:11]3)=[CH:6][CH:5]=2)[CH2:3][CH2:2]1. The catalyst class is: 168. (3) Reactant: [CH3:1][C:2]1[C:14]([N+:15]([O-])=O)=[C:13]([C:18]([O:20][CH3:21])=[O:19])[C:12]([CH3:22])=[CH:11][C:3]=1[C:4]([O:6][C:7]([CH3:10])([CH3:9])[CH3:8])=[O:5].[H][H]. Product: [NH2:15][C:14]1[C:2]([CH3:1])=[C:3]([CH:11]=[C:12]([CH3:22])[C:13]=1[C:18]([O:20][CH3:21])=[O:19])[C:4]([O:6][C:7]([CH3:10])([CH3:9])[CH3:8])=[O:5]. The catalyst class is: 312. (4) Reactant: [F:1][CH:2]([F:37])[C:3]1[N:7]([C:8]2[N:13]=[C:12]([N:14]3[CH2:19][CH2:18][O:17][CH2:16][CH2:15]3)[N:11]=[C:10]([N:20]3[CH2:25][CH2:24][N:23]([S:26]([CH:29]=[CH2:30])(=[O:28])=[O:27])[CH2:22][CH2:21]3)[N:9]=2)[C:6]2[CH:31]=[CH:32][CH:33]=[C:34]([O:35][CH3:36])[C:5]=2[N:4]=1.Cl.[CH:39]12[O:46][CH:43]([CH2:44][CH2:45]1)[CH2:42][NH2+:41][CH2:40]2.CCN(C(C)C)C(C)C. Product: [F:37][CH:2]([F:1])[C:3]1[N:7]([C:8]2[N:13]=[C:12]([N:14]3[CH2:15][CH2:16][O:17][CH2:18][CH2:19]3)[N:11]=[C:10]([N:20]3[CH2:21][CH2:22][N:23]([S:26]([CH2:29][CH2:30][N:41]4[CH2:40][CH:39]5[O:46][CH:43]([CH2:44][CH2:45]5)[CH2:42]4)(=[O:28])=[O:27])[CH2:24][CH2:25]3)[N:9]=2)[C:6]2[CH:31]=[CH:32][CH:33]=[C:34]([O:35][CH3:36])[C:5]=2[N:4]=1. The catalyst class is: 12. (5) Reactant: [NH:1]1[CH2:4][CH:3]([O:5][C:6]2[CH:11]=[C:10]([F:12])[C:9]([C@@H:13]3[C:25]4[NH:24][C:23]5[C:18](=[CH:19][CH:20]=[CH:21][CH:22]=5)[C:17]=4[CH2:16][C@@H:15]([CH3:26])[N:14]3[CH2:27][C:28]([F:31])([CH3:30])[CH3:29])=[C:8]([F:32])[CH:7]=2)[CH2:2]1.Br[CH2:34][CH2:35][CH2:36][F:37].C(N(C(C)C)C(C)C)C.C(OCC)(=O)C. Product: [F:12][C:10]1[CH:11]=[C:6]([O:5][CH:3]2[CH2:4][N:1]([CH2:34][CH2:35][CH2:36][F:37])[CH2:2]2)[CH:7]=[C:8]([F:32])[C:9]=1[C@@H:13]1[C:25]2[NH:24][C:23]3[C:18]([C:17]=2[CH2:16][C@@H:15]([CH3:26])[N:14]1[CH2:27][C:28]([F:31])([CH3:29])[CH3:30])=[CH:19][CH:20]=[CH:21][CH:22]=3. The catalyst class is: 35.